This data is from Reaction yield outcomes from USPTO patents with 853,638 reactions. The task is: Predict the reaction yield, written as a fraction of the theoretical maximum amount of product (1.0 means a 100% yield; for example, 0.34 means a 34% yield). (1) The reactants are [CH3:1][C:2]1([CH3:13])[CH2:7][C:6]([CH3:9])([CH3:8])[CH2:5][C:4](=[CH:10][C:11]#[N:12])[CH2:3]1.[C:14](C(P(=O)(OCC)OCC)C)#N. No catalyst specified. The product is [CH3:1][C:2]1([CH3:13])[CH2:7][C:6]([CH3:8])([CH3:9])[CH2:5][C:4](=[C:10]([CH3:14])[C:11]#[N:12])[CH2:3]1. The yield is 0.410. (2) The reactants are C(OC([N:11]([C:23]1([C:30]([O:32][CH2:33][CH3:34])=[O:31])[CH2:27][C:26](=[O:28])[NH:25][C:24]1=[O:29])NC(OCC1C=CC=CC=1)=O)=O)C1C=CC=CC=1.[H][H]. The catalyst is C(O)(=O)C.[Pt]=O. The product is [NH2:11][C:23]1([C:30]([O:32][CH2:33][CH3:34])=[O:31])[CH2:27][C:26](=[O:28])[NH:25][C:24]1=[O:29]. The yield is 0.640. (3) The reactants are [CH:1]1[C:10]2[C:5](=[CH:6][CH:7]=[CH:8][CH:9]=2)[CH:4]=[CH:3][C:2]=1[CH:11]=O.[C:13]([NH:16][NH2:17])([NH2:15])=[NH:14].[ClH:18]. No catalyst specified. The product is [ClH:18].[CH:1]1[C:10]2[C:5](=[CH:6][CH:7]=[CH:8][CH:9]=2)[CH:4]=[CH:3][C:2]=1[CH:11]=[N:17][NH:16][C:13]([NH2:15])=[NH:14]. The yield is 0.900. (4) The reactants are [F:1][C:2]1[CH:30]=[C:29]([F:31])[CH:28]=[CH:27][C:3]=1[O:4][C:5]1[CH:6]=[C:7]2[C:11](=[CH:12][C:13]=1[C:14]([NH:16][C@H:17]1[CH2:21][CH2:20][NH:19][C:18]1=[O:22])=[O:15])[N:10]([CH2:23][CH:24]([CH3:26])[CH3:25])[N:9]=[CH:8]2.N[C@H:33]1CCCNC1=O. The catalyst is ClCCl.C(OCC)(=O)C. The product is [F:1][C:2]1[CH:30]=[C:29]([F:31])[CH:28]=[CH:27][C:3]=1[O:4][C:5]1[CH:6]=[C:7]2[C:11](=[CH:12][C:13]=1[C:14]([NH:16][C@H:17]1[CH2:21][CH2:33][CH2:20][NH:19][C:18]1=[O:22])=[O:15])[N:10]([CH2:23][CH:24]([CH3:25])[CH3:26])[N:9]=[CH:8]2. The yield is 0.990. (5) The reactants are [C:1]([NH:5][C:6]([C:8]1[C:16]2[C:11](=[N:12][CH:13]=[C:14]([NH:17][C:18]3[CH:19]=[N:20][N:21]([CH2:23][CH3:24])[CH:22]=3)[N:15]=2)[N:10](COCC[Si](C)(C)C)[CH:9]=1)=[O:7])([CH3:4])([CH3:3])[CH3:2].FC(F)(F)C(O)=O. The catalyst is ClCCl.CO.[OH-].[NH4+]. The product is [C:1]([NH:5][C:6]([C:8]1[C:16]2[C:11](=[N:12][CH:13]=[C:14]([NH:17][C:18]3[CH:19]=[N:20][N:21]([CH2:23][CH3:24])[CH:22]=3)[N:15]=2)[NH:10][CH:9]=1)=[O:7])([CH3:4])([CH3:2])[CH3:3]. The yield is 0.560. (6) The reactants are Cl.Cl.[NH2:3][CH2:4][C@@:5]1([OH:13])[CH:10]2[CH2:11][CH2:12][N:7]([CH2:8][CH2:9]2)[CH2:6]1.C([O-])([O-])=O.[Cs+].[Cs+].[Br:20][C:21]1[CH:30]=[CH:29][CH:28]=[C:27]2[C:22]=1[CH:23]=[C:24]([N:31]=[C:32]=S)[N:25]=[CH:26]2.C(N=C=NC(C)C)(C)C. The catalyst is CN(C)C=O. The product is [Br:20][C:21]1[CH:30]=[CH:29][CH:28]=[C:27]2[C:22]=1[CH:23]=[C:24]([NH:31][C:32]1[O:13][C@:5]3([CH2:4][N:3]=1)[CH:10]1[CH2:9][CH2:8][N:7]([CH2:12][CH2:11]1)[CH2:6]3)[N:25]=[CH:26]2. The yield is 0.700. (7) The reactants are B([O-])([O-])[O-].B([O-])([O-])[O-].B([O-])([O-])[O-].B([O-])([O-])[O-].[Na+].[Na+].[Na+].[Na+].[Na+].[Na+].[Na+].[Na+].[Na+].[Na+].[Na+].[Na+].C(N(CC(O)=O)CC(O)=O)CN(CC([O-])=O)CC([O-])=[O:34].[Na+].[Na+].[CH2:51]([O:58][CH2:59]/[CH:60]=[CH:61]/[CH2:62][C@@H:63]([CH3:67])[C:64]([OH:66])=[O:65])[C:52]1[CH:57]=[CH:56][CH:55]=[CH:54][CH:53]=1.COCOC.C(=O)([O-])[O-].[K+].[K+]. The catalyst is S(=O)(=O)(O)[O-].C([N+](CCCC)(CCCC)CCCC)CCC.O.C(#N)C. The product is [CH2:51]([O:58][CH2:59][C@H:60]([C@H:61]1[O:65][C:64](=[O:66])[C@H:63]([CH3:67])[CH2:62]1)[OH:34])[C:52]1[CH:57]=[CH:56][CH:55]=[CH:54][CH:53]=1. The yield is 0.720.